Predict the product of the given reaction. From a dataset of Forward reaction prediction with 1.9M reactions from USPTO patents (1976-2016). (1) Given the reactants [NH2:1][C@H:2]1[CH2:8][CH2:7][CH2:6][CH2:5][N:4]([CH2:9][C:10]([O:12][C:13]([CH3:16])([CH3:15])[CH3:14])=[O:11])[C:3]1=[O:17].[C:18](=[O:21])([O-])[O-:19].[Na+].[Na+].[CH2:24]1[CH2:28]O[CH2:26][CH2:25]1, predict the reaction product. The product is: [CH:24]1[C:28]2[CH:2]([CH2:3][O:19][C:18]([NH:1][C@H:2]3[CH2:8][CH2:7][CH2:6][CH2:5][N:4]([CH2:9][C:10]([O:12][C:13]([CH3:14])([CH3:16])[CH3:15])=[O:11])[C:3]3=[O:17])=[O:21])[C:8]3[C:25](=[CH:26][CH:5]=[CH:6][CH:7]=3)[C:24]=2[CH:28]=[CH:26][CH:25]=1. (2) Given the reactants [N+:1]([C:4]1[CH:12]=[CH:11][C:7]([C:8]([OH:10])=O)=[C:6]([Cl:13])[CH:5]=1)([O-:3])=[O:2].C(Cl)(=O)C(Cl)=O.[CH2:20]([N:22]1[CH2:27][CH2:26][NH:25][CH2:24][CH2:23]1)[CH3:21], predict the reaction product. The product is: [N+:1]([C:4]1[CH:12]=[CH:11][C:7]([C:8]([N:25]2[CH2:26][CH2:27][N:22]([CH2:20][CH3:21])[CH2:23][CH2:24]2)=[O:10])=[C:6]([Cl:13])[CH:5]=1)([O-:3])=[O:2]. (3) Given the reactants [CH3:1][O:2][C:3]1[C:18]([O:19][CH2:20][CH2:21][CH2:22][CH2:23][CH2:24][O:25][C:26]2[C:27]([O:42][CH2:43][CH2:44][CH2:45][NH:46]C(=O)OCC=C)=[CH:28][C:29]3[C:35](=[O:36])[N:34]4[CH:37]=[C:38]([CH3:40])[CH2:39][C@H:33]4[CH:32]=[N:31][C:30]=3[CH:41]=2)=[CH:17][C:6]2[N:7]=[CH:8][C@@H:9]3[CH2:15][C:14]([CH3:16])=[CH:13][N:10]3[C:11](=[O:12])[C:5]=2[CH:4]=1.N1CCCC1, predict the reaction product. The product is: [NH2:46][CH2:45][CH2:44][CH2:43][O:42][C:27]1[C:26]([O:25][CH2:24][CH2:23][CH2:22][CH2:21][CH2:20][O:19][C:18]2[C:3]([O:2][CH3:1])=[CH:4][C:5]3[C:11](=[O:12])[N:10]4[CH:13]=[C:14]([CH3:16])[CH2:15][C@H:9]4[CH:8]=[N:7][C:6]=3[CH:17]=2)=[CH:41][C:30]2[N:31]=[CH:32][C@@H:33]3[CH2:39][C:38]([CH3:40])=[CH:37][N:34]3[C:35](=[O:36])[C:29]=2[CH:28]=1. (4) Given the reactants [Cl:1][C:2]1[CH:3]=[C:4]([CH:12]([CH2:16][CH:17]2[CH2:21][CH2:20][C:19](=[O:22])[CH2:18]2)[C:13]([OH:15])=O)[CH:5]=[CH:6][C:7]=1[S:8]([CH3:11])(=[O:10])=[O:9].C(Cl)(=O)C(Cl)=O.[NH2:29][C:30]1[CH:35]=[N:34][C:33]([Br:36])=[CH:32][N:31]=1.N1C=CC=CC=1, predict the reaction product. The product is: [Br:36][C:33]1[N:34]=[CH:35][C:30]([NH:29][C:13](=[O:15])[CH:12]([C:4]2[CH:5]=[CH:6][C:7]([S:8]([CH3:11])(=[O:10])=[O:9])=[C:2]([Cl:1])[CH:3]=2)[CH2:16][CH:17]2[CH2:21][CH2:20][C:19](=[O:22])[CH2:18]2)=[N:31][CH:32]=1.